This data is from Reaction yield outcomes from USPTO patents with 853,638 reactions. The task is: Predict the reaction yield, written as a fraction of the theoretical maximum amount of product (1.0 means a 100% yield; for example, 0.34 means a 34% yield). (1) The reactants are [F:1][C:2]1[CH:41]=[CH:40][CH:39]=[C:38]([N+:42]([O-])=O)[C:3]=1/[CH:4]=[CH:5]/[C@H:6]1[CH2:13][N:12]([C:14]([O:16][C:17]([CH3:20])([CH3:19])[CH3:18])=[O:15])[CH2:11][C:8]2([CH2:10][CH2:9]2)[N:7]1[C:21]([O:23][CH2:24][CH:25]1[C:37]2[CH:36]=[CH:35][CH:34]=[CH:33][C:32]=2[C:31]2[C:26]1=[CH:27][CH:28]=[CH:29][CH:30]=2)=[O:22]. The catalyst is CCO.[OH-].[OH-].[Pd+2]. The product is [NH2:42][C:38]1[CH:39]=[CH:40][CH:41]=[C:2]([F:1])[C:3]=1[CH2:4][CH2:5][C@H:6]1[CH2:13][N:12]([C:14]([O:16][C:17]([CH3:20])([CH3:18])[CH3:19])=[O:15])[CH2:11][C:8]2([CH2:10][CH2:9]2)[N:7]1[C:21]([O:23][CH2:24][CH:25]1[C:37]2[CH:36]=[CH:35][CH:34]=[CH:33][C:32]=2[C:31]2[C:26]1=[CH:27][CH:28]=[CH:29][CH:30]=2)=[O:22]. The yield is 0.710. (2) The reactants are [O:1]1[C:7]2[CH:8]=[CH:9][CH:10]=[CH:11][C:6]=2[S:5][CH2:4][C@H:3]([NH:12][C:13](=O)[C@H:14]([CH3:25])[CH2:15][S:16][C:17]2[CH:22]=[CH:21][CH:20]=[CH:19][C:18]=2[O:23][CH3:24])[CH2:2]1.B.C1COCC1. The catalyst is C1COCC1. The product is [CH3:24][O:23][C:18]1[CH:19]=[CH:20][CH:21]=[CH:22][C:17]=1[S:16][CH2:15][C@@H:14]([CH3:25])[CH2:13][NH:12][C@H:3]1[CH2:4][S:5][C:6]2[CH:11]=[CH:10][CH:9]=[CH:8][C:7]=2[O:1][CH2:2]1. The yield is 0.960.